Dataset: NCI-60 drug combinations with 297,098 pairs across 59 cell lines. Task: Regression. Given two drug SMILES strings and cell line genomic features, predict the synergy score measuring deviation from expected non-interaction effect. Drug 1: COC1=CC(=CC(=C1O)OC)C2C3C(COC3=O)C(C4=CC5=C(C=C24)OCO5)OC6C(C(C7C(O6)COC(O7)C8=CC=CS8)O)O. Drug 2: C(CC(=O)O)C(=O)CN.Cl. Cell line: SF-268. Synergy scores: CSS=32.1, Synergy_ZIP=-9.14, Synergy_Bliss=-4.02, Synergy_Loewe=-9.71, Synergy_HSA=-0.394.